From a dataset of Peptide-MHC class I binding affinity with 185,985 pairs from IEDB/IMGT. Regression. Given a peptide amino acid sequence and an MHC pseudo amino acid sequence, predict their binding affinity value. This is MHC class I binding data. (1) The peptide sequence is RSKMLKRGSR. The MHC is HLA-A03:01 with pseudo-sequence HLA-A03:01. The binding affinity (normalized) is 0.480. (2) The peptide sequence is FQEQNGQFI. The binding affinity (normalized) is 0.724. The MHC is H-2-Db with pseudo-sequence H-2-Db. (3) The peptide sequence is YTPNNTTTI. The MHC is Mamu-A01 with pseudo-sequence Mamu-A01. The binding affinity (normalized) is 0.681. (4) The peptide sequence is ISRNFTML. The MHC is H-2-Db with pseudo-sequence H-2-Db. The binding affinity (normalized) is 0.497. (5) The peptide sequence is LLGLWGFAAL. The MHC is HLA-A02:01 with pseudo-sequence HLA-A02:01. The binding affinity (normalized) is 0.501. (6) The peptide sequence is SRYWAIRTR. The MHC is HLA-A26:01 with pseudo-sequence HLA-A26:01. The binding affinity (normalized) is 0.0847.